The task is: Regression. Given a peptide amino acid sequence and an MHC pseudo amino acid sequence, predict their binding affinity value. This is MHC class I binding data.. This data is from Peptide-MHC class I binding affinity with 185,985 pairs from IEDB/IMGT. The peptide sequence is GSRAYRNAL. The MHC is HLA-A11:01 with pseudo-sequence HLA-A11:01. The binding affinity (normalized) is 0.0847.